Predict the reaction yield, written as a fraction of the theoretical maximum amount of product (1.0 means a 100% yield; for example, 0.34 means a 34% yield). From a dataset of Reaction yield outcomes from USPTO patents with 853,638 reactions. (1) The reactants are [CH3:1][O:2][C:3]1[CH:8]=[CH:7][C:6]([C:9]2([C:12]([OH:14])=[O:13])[CH2:11][CH2:10]2)=[CH:5][CH:4]=1.O.[C:16]1(C)C=CC(S(O)(=O)=O)=CC=1. The catalyst is CO. The product is [CH3:16][O:13][C:12]([C:9]1([C:6]2[CH:5]=[CH:4][C:3]([O:2][CH3:1])=[CH:8][CH:7]=2)[CH2:10][CH2:11]1)=[O:14]. The yield is 0.990. (2) The reactants are [CH3:1][N:2]1[CH2:7][CH2:6][CH:5]([NH:8][CH2:9][C:10]2[CH:15]=[C:14]([F:16])[CH:13]=[C:12](Br)[CH:11]=2)[CH2:4][CH2:3]1.C(=[NH:31])(C1C=CC=CC=1)C1C=CC=CC=1.CC(C)([O-])C.[Na+].C1(C)C=CC=CC=1. The catalyst is C(OCC)(=O)C.C1C=CC(/C=C/C(/C=C/C2C=CC=CC=2)=O)=CC=1.C1C=CC(/C=C/C(/C=C/C2C=CC=CC=2)=O)=CC=1.C1C=CC(/C=C/C(/C=C/C2C=CC=CC=2)=O)=CC=1.[Pd].[Pd].C1(P(C2C=CC=CC=2)C2C=CC3C(=CC=CC=3)C=2C2C3C(=CC=CC=3)C=CC=2P(C2C=CC=CC=2)C2C=CC=CC=2)C=CC=CC=1. The product is [CH3:1][N:2]1[CH2:7][CH2:6][CH:5]([NH:8][CH2:9][C:10]2[CH:15]=[C:14]([F:16])[CH:13]=[C:12]([NH2:31])[CH:11]=2)[CH2:4][CH2:3]1. The yield is 0.860. (3) The reactants are [OH:1][CH2:2][C@@H:3]1[CH2:7][O:6][C:5]([CH3:9])([CH3:8])[N:4]1[C:10]([O:12][C:13]([CH3:16])([CH3:15])[CH3:14])=[O:11].[C:17]1(O)[CH:22]=[CH:21][CH:20]=[CH:19][CH:18]=1.C1(P(C2C=CC=CC=2)C2C=CC=CC=2)C=CC=CC=1.N(C(OC(C)(C)C)=O)=NC(OC(C)(C)C)=O. The catalyst is C1COCC1. The product is [C:13]([O:12][C:10]([N:4]1[C@H:3]([CH2:2][O:1][C:17]2[CH:22]=[CH:21][CH:20]=[CH:19][CH:18]=2)[CH2:7][O:6][C:5]1([CH3:8])[CH3:9])=[O:11])([CH3:16])([CH3:15])[CH3:14]. The yield is 0.630. (4) The reactants are [C:1]([C:4]1[CH:5]=[CH:6][C:7]([C:28]2[CH:33]=[CH:32][CH:31]=[CH:30][C:29]=2[F:34])=[C:8]2[C:16]=1[NH:15][C:14]1[CH:13]=[C:12]([NH:17]C(=O)OCC3C=CC=CC=3)[CH:11]=[CH:10][C:9]2=1)(=[O:3])[NH2:2].C([O-])=O.[NH4+]. The catalyst is [Pd].CO. The product is [NH2:17][C:12]1[CH:13]=[C:14]2[C:9]([C:8]3[C:7]([C:28]4[CH:33]=[CH:32][CH:31]=[CH:30][C:29]=4[F:34])=[CH:6][CH:5]=[C:4]([C:1]([NH2:2])=[O:3])[C:16]=3[NH:15]2)=[CH:10][CH:11]=1. The yield is 1.00. (5) The reactants are C(OC([N:8]1[CH2:13][C@@H:12]2[CH2:14][C@H:9]1[C:10](=[O:15])[O:11]2)=O)(C)(C)C.[CH3:16][S:17]([OH:20])(=[O:19])=[O:18]. The catalyst is C(OCC)(=O)C. The product is [CH3:16][S:17]([O-:20])(=[O:19])=[O:18].[O:15]=[C:10]1[C@@H:9]2[CH2:14][C@@H:12]([CH2:13][NH2+:8]2)[O:11]1. The yield is 0.960. (6) The reactants are [C:1]([NH:4][C:5]1[C:12]([Cl:13])=[CH:11][C:8]([C:9]#[N:10])=[CH:7][C:6]=1[Cl:14])(=[O:3])[CH3:2].[H-].[Al+3].[Li+].[H-].[H-].[H-].O.O.O.O.O.O.O.O.O.O.S([O-])([O-])(=O)=O.[Na+].[Na+]. The catalyst is C1COCC1. The product is [C:1]([NH:4][C:5]1[C:6]([Cl:14])=[CH:7][C:8]([CH2:9][NH2:10])=[CH:11][C:12]=1[Cl:13])(=[O:3])[CH3:2]. The yield is 0.300. (7) The reactants are C([O:3][C:4]([C:6]1[N:7]([CH2:31][C:32]2[CH:37]=[CH:36][CH:35]=[C:34]([O:38][C:39]3[CH:44]=[CH:43][CH:42]=[CH:41][CH:40]=3)[CH:33]=2)[C:8]2[C:13]([C:14]=1[C:15]1[CH:20]=[CH:19][CH:18]=[CH:17][CH:16]=1)=[CH:12][CH:11]=[C:10]([C:21]1[CH:26]=[CH:25][C:24]([C:27]([CH3:30])([CH3:29])[CH3:28])=[CH:23][CH:22]=1)[CH:9]=2)=[O:5])C.[OH-].[Na+].Cl. The catalyst is CC#N. The product is [C:27]([C:24]1[CH:23]=[CH:22][C:21]([C:10]2[CH:9]=[C:8]3[C:13]([C:14]([C:15]4[CH:20]=[CH:19][CH:18]=[CH:17][CH:16]=4)=[C:6]([C:4]([OH:5])=[O:3])[N:7]3[CH2:31][C:32]3[CH:37]=[CH:36][CH:35]=[C:34]([O:38][C:39]4[CH:40]=[CH:41][CH:42]=[CH:43][CH:44]=4)[CH:33]=3)=[CH:12][CH:11]=2)=[CH:26][CH:25]=1)([CH3:30])([CH3:28])[CH3:29]. The yield is 0.610. (8) The reactants are [C:1]1([C:22]2[CH:27]=[CH:26][CH:25]=[CH:24][CH:23]=2)[CH:6]=[CH:5][C:4]([S:7]([NH:10][C:11]2[CH:16]=[CH:15][C:14]([CH:17]=[CH:18][C:19](O)=[O:20])=[CH:13][CH:12]=2)(=[O:9])=[O:8])=[CH:3][CH:2]=1.[Cl:28]CCl. The catalyst is CN(C)C=O. The product is [C:1]1([C:22]2[CH:27]=[CH:26][CH:25]=[CH:24][CH:23]=2)[CH:6]=[CH:5][C:4]([S:7]([NH:10][C:11]2[CH:16]=[CH:15][C:14]([CH:17]=[CH:18][C:19]([Cl:28])=[O:20])=[CH:13][CH:12]=2)(=[O:9])=[O:8])=[CH:3][CH:2]=1. The yield is 0.980. (9) The reactants are Cl.[CH3:2][O:3][C:4]([C:6]1[S:7][C:8]([C:12]#[C:13][C:14]([CH3:17])([CH3:16])[CH3:15])=[CH:9][C:10]=1[NH2:11])=[O:5].[CH2:18]([O:25][CH:26]1[CH2:29][C:28](=O)[CH2:27]1)[C:19]1[CH:24]=[CH:23][CH:22]=[CH:21][CH:20]=1.C(O[BH-](OC(=O)C)OC(=O)C)(=O)C.[Na+]. The catalyst is C(Cl)Cl.C(OCC)(=O)C. The product is [CH3:2][O:3][C:4]([C:6]1[S:7][C:8]([C:12]#[C:13][C:14]([CH3:17])([CH3:16])[CH3:15])=[CH:9][C:10]=1[NH:11][CH:28]1[CH2:29][CH:26]([O:25][CH2:18][C:19]2[CH:24]=[CH:23][CH:22]=[CH:21][CH:20]=2)[CH2:27]1)=[O:5]. The yield is 1.00. (10) The reactants are [Si:1]([O:8][CH:9]1[CH2:13][N:12](C(OC(C)(C)C)=O)[C@@H:11]([C:21]2[CH:26]=[C:25]([F:27])[CH:24]=[CH:23][C:22]=2[O:28][CH3:29])[CH2:10]1)([C:4]([CH3:7])([CH3:6])[CH3:5])([CH3:3])[CH3:2].[C:30]([OH:36])([C:32]([F:35])([F:34])[F:33])=[O:31]. The catalyst is C(Cl)Cl. The product is [F:33][C:32]([F:35])([F:34])[C:30]([OH:36])=[O:31].[Si:1]([O:8][CH:9]1[CH2:13][NH:12][C@@H:11]([C:21]2[CH:26]=[C:25]([F:27])[CH:24]=[CH:23][C:22]=2[O:28][CH3:29])[CH2:10]1)([C:4]([CH3:7])([CH3:6])[CH3:5])([CH3:2])[CH3:3]. The yield is 1.07.